From a dataset of Experimentally validated miRNA-target interactions with 360,000+ pairs, plus equal number of negative samples. Binary Classification. Given a miRNA mature sequence and a target amino acid sequence, predict their likelihood of interaction. Result: 1 (interaction). The protein sequence of the target gene is MPLPPLSSRTLLLLLLLLLRGVWIAISSPPAGLGPQPAFRTFVASDWGLTHLVVHEQTGEVYVGAVNRIYKLSGNLTLLRAHVTGPVEDNEKCYPPPSVQSCPHGLGSTDNVNKLLLLDYAANRLLACGSASQGICQFLRLDDLFKLGEPHHRKEHYLSSVREAGSMAGVLIAGPPGQGQAKLFVGTPIDGKSEYFPTLSSRRLMANEEDADMFGFVYQDEFVSSQLKIPSDTLSKFPAFDIYYVYSFRSEQFVYYLTLQLDTQLTSPDAAGEHFFTSKIVRLCVNDPKFYSYVEFPIGC.... The miRNA is mmu-miR-466m-3p with sequence UACAUACACACAUACACACGCA.